Dataset: Peptide-MHC class I binding affinity with 185,985 pairs from IEDB/IMGT. Task: Regression. Given a peptide amino acid sequence and an MHC pseudo amino acid sequence, predict their binding affinity value. This is MHC class I binding data. The peptide sequence is EIKDRILSY. The MHC is HLA-B39:01 with pseudo-sequence HLA-B39:01. The binding affinity (normalized) is 0.0847.